This data is from Full USPTO retrosynthesis dataset with 1.9M reactions from patents (1976-2016). The task is: Predict the reactants needed to synthesize the given product. (1) Given the product [C:1]12([CH2:11][O:12][C:13]3[C:21]([CH:22]=[CH2:23])=[CH:20][C:16]([C:17]([NH:59][S:56]([N:54]4[CH2:55][CH2:52][CH2:53]4)(=[O:58])=[O:57])=[O:19])=[C:15]([F:25])[CH:14]=3)[CH2:8][CH:7]3[CH2:9][CH:3]([CH2:4][CH:5]([CH2:6]3)[CH2:10]1)[CH2:2]2, predict the reactants needed to synthesize it. The reactants are: [C:1]12([CH2:11][O:12][C:13]3[C:21]([CH:22]4C[CH2:23]4)=[CH:20][C:16]([C:17]([OH:19])=O)=[C:15]([F:25])[CH:14]=3)[CH2:10][CH:5]3[CH2:6][CH:7]([CH2:9][CH:3]([CH2:4]3)[CH2:2]1)[CH2:8]2.C12(COC3C(C=C)=CC(C(O)=O)=C(F)C=3)CC3CC(CC(C3)C1)C2.C([CH:52]1[CH2:55][N:54]([S:56]([NH2:59])(=[O:58])=[O:57])[CH2:53]1)#N.N1(S(N)(=O)=O)CCC1. (2) Given the product [OH:5][C:6]1[C:15]([O:16][C:1](=[O:3])[CH3:2])=[CH:14][C:13]2[C:8]([CH:7]=1)=[CH:9][CH:10]=[CH:11][CH:12]=2, predict the reactants needed to synthesize it. The reactants are: [C:1](Cl)(=[O:3])[CH3:2].[OH:5][C:6]1[C:15]([OH:16])=[CH:14][C:13]2[C:8](=[CH:9][CH:10]=[CH:11][CH:12]=2)[CH:7]=1.N1C=CC=CC=1. (3) Given the product [Cl:26][C:10]1[C:11]([O:14][C:15]2[CH:16]=[C:17]([NH:21][C:22](=[O:25])[CH:23]=[CH2:24])[CH:18]=[CH:19][CH:20]=2)=[C:12]2[N:13]=[C:38]([C:37]3[CH:40]=[CH:41][C:34]([N:29]4[CH2:30][CH2:31][N:32]([CH3:1])[CH2:33][CH2:28]4)=[CH:35][CH:36]=3)[NH:6][C:7]2=[N:8][CH:9]=1, predict the reactants needed to synthesize it. The reactants are: [CH3:1]N(C)C=O.[NH2:6][C:7]1[C:12]([NH2:13])=[C:11]([O:14][C:15]2[CH:16]=[C:17]([NH:21][C:22](=[O:25])[CH:23]=[CH2:24])[CH:18]=[CH:19][CH:20]=2)[C:10]([Cl:26])=[CH:9][N:8]=1.C[CH:28]1[CH2:33][NH:32][CH2:31][CH2:30][N:29]1[C:34]1[CH:41]=[CH:40][C:37]([CH:38]=O)=[CH:36][CH:35]=1. (4) Given the product [CH3:12][S:13]([O:9][C:4]1[CH:5]=[CH:6][CH:7]=[CH:8][C:3]=1[C:2]([F:10])([F:11])[F:1])(=[O:15])=[O:14], predict the reactants needed to synthesize it. The reactants are: [F:1][C:2]([F:11])([F:10])[C:3]1[CH:8]=[CH:7][CH:6]=[CH:5][C:4]=1[OH:9].[CH3:12][S:13](Cl)(=[O:15])=[O:14].